From a dataset of Catalyst prediction with 721,799 reactions and 888 catalyst types from USPTO. Predict which catalyst facilitates the given reaction. Reactant: [OH:1][P:2]([O:5][P:6]([O:9][P:10]([O:13][P:14]([OH:17])([OH:16])=[O:15])([OH:12])=[O:11])([OH:8])=[O:7])(=[O:4])[OH:3].[Si]([O:25][C@@H:26]1[C@@H:30]([CH2:31][OH:32])[O:29][C@@H:28]([N:33]2[CH:40]=[CH:39][C:37](=[O:38])[NH:36][C:34]2=[O:35])[C@@H:27]1[OH:41])(C(C)(C)C)(C)C.[F-].C([N+](CCCC)(CCCC)CCCC)CCC.C1COCC1.CC(O)=O.[SiH3]O[SiH3]. Product: [OH:17][P:14]([O:13][P:10]([O:9][P:6]([O:5][P:2]([OH:4])([OH:3])=[O:1])([OH:8])=[O:7])([OH:12])=[O:11])(=[O:15])[OH:16].[C@@H:28]1([N:33]2[CH:40]=[CH:39][C:37](=[O:38])[NH:36][C:34]2=[O:35])[O:29][C@H:30]([CH2:31][OH:32])[C@@H:26]([OH:25])[C@H:27]1[OH:41]. The catalyst class is: 23.